This data is from HIV replication inhibition screening data with 41,000+ compounds from the AIDS Antiviral Screen. The task is: Binary Classification. Given a drug SMILES string, predict its activity (active/inactive) in a high-throughput screening assay against a specified biological target. (1) The drug is Cc1cc(C)c(C#N)c(SSC(Cl)(Cl)Cl)n1. The result is 0 (inactive). (2) The drug is C=C1C(O)CCC2(C)C3OC(C)(C)OC3C3=C(C)C(=O)CC4(OC(C)(C)OC4C12)C3(C)C. The result is 0 (inactive). (3) The drug is COC(=O)C12C3C4C1C1C2C3C41C(=O)O. The result is 0 (inactive). (4) The compound is COc1cccc2c1OC(c1cccc3ccccc13)C([N+](=O)[O-])=C2. The result is 0 (inactive). (5) The compound is O=C1NC(O)n2c(=O)[nH]c(=O)n21. The result is 0 (inactive).